This data is from Forward reaction prediction with 1.9M reactions from USPTO patents (1976-2016). The task is: Predict the product of the given reaction. (1) Given the reactants [Na+:1].[CH3:2][C:3]1[C:11]([CH3:19])([CH2:12][CH2:13][CH2:14][S:15]([OH:18])(=[O:17])=[O:16])[C:10]2[C:5](=[CH:6][CH:7]=[CH:8][CH:9]=2)[N+:4]=1[CH2:20][CH2:21][CH2:22][S:23]([OH:26])(=[O:25])=[O:24].[C:27]1([NH:33][CH:34]=NC2C=CC=CC=2)[CH:32]=[CH:31][CH:30]=[CH:29][CH:28]=1, predict the reaction product. The product is: [Na+:1].[CH3:19][C:11]1([CH2:12][CH2:13][CH2:14][S:15]([OH:18])(=[O:16])=[O:17])[C:10]2[C:5](=[CH:6][CH:7]=[CH:8][CH:9]=2)[N+:4]([CH2:20][CH2:21][CH2:22][S:23]([OH:26])(=[O:24])=[O:25])=[C:3]1/[CH:2]=[CH:34]/[NH:33][C:27]1[CH:32]=[CH:31][CH:30]=[CH:29][CH:28]=1. (2) Given the reactants C([O:3][C:4](=O)/[C:5](/[O-])=[CH:6]/[C:7]([O:9]CC)=[O:8])C.[Na+].C(O)(=O)C.[CH:19](=[NH:21])[NH2:20].[OH-].[Na+], predict the reaction product. The product is: [OH:3][C:4]1[N:21]=[CH:19][N:20]=[C:6]([C:7]([OH:9])=[O:8])[CH:5]=1. (3) Given the reactants [NH2:1][CH2:2][CH:3]1[CH2:7][C:6]2[CH:8]=[C:9]([C:13]3[S:17][C:16]([C:18](=[O:20])[CH3:19])=[CH:15][CH:14]=3)[CH:10]=[C:11]([Cl:12])[C:5]=2[O:4]1.[CH3:21][CH2:22]N=C=NCCCN(C)C.[CH:32]1[CH:33]=[CH:34][C:35]2N(O)N=[N:38][C:36]=2[CH:37]=1.CC[N:44](C(C)C)C(C)C.CN([CH:54]=[O:55])C, predict the reaction product. The product is: [C:18]([C:16]1[S:17][C:13]([C:9]2[CH:10]=[C:11]([Cl:12])[C:5]3[O:4][CH:3]([CH2:2][NH:1][C:54](=[O:55])/[CH:21]=[CH:22]/[C:35]4[C:36]([CH3:37])=[N:38][C:32]([NH2:44])=[CH:33][CH:34]=4)[CH2:7][C:6]=3[CH:8]=2)=[CH:14][CH:15]=1)(=[O:20])[CH3:19]. (4) Given the reactants [CH3:1][N:2]([CH3:19])[C:3]([CH2:5][CH2:6][CH2:7][C:8]#[C:9][C:10]1[CH:11]=[C:12]([CH:16]=[CH:17][CH:18]=1)[C:13]([OH:15])=O)=[O:4].CCN=C=NCCCN(C)C.C(N(CC)CC)C.[F:38][CH2:39][CH2:40][NH2:41], predict the reaction product. The product is: [CH3:19][N:2]([CH3:1])[C:3]([CH2:5][CH2:6][CH2:7][C:8]#[C:9][C:10]1[CH:11]=[C:12]([CH:16]=[CH:17][CH:18]=1)[C:13]([NH:41][CH2:40][CH2:39][F:38])=[O:15])=[O:4].